From a dataset of Forward reaction prediction with 1.9M reactions from USPTO patents (1976-2016). Predict the product of the given reaction. Given the reactants [C:1]([O:5][C:6](=[O:17])[CH2:7][S:8][C:9]1[CH:14]=[CH:13][C:12]([OH:15])=[CH:11][C:10]=1[CH3:16])([CH3:4])([CH3:3])[CH3:2].Cl[CH2:19][C:20]1[C:21]([CH3:36])=[N:22][C:23]([C:26]2[CH:31]=[CH:30][C:29]([C:32]([F:35])([F:34])[F:33])=[CH:28][CH:27]=2)=[CH:24][CH:25]=1, predict the reaction product. The product is: [C:1]([O:5][C:6](=[O:17])[CH2:7][S:8][C:9]1[CH:14]=[CH:13][C:12]([O:15][CH2:19][C:20]2[C:21]([CH3:36])=[N:22][C:23]([C:26]3[CH:27]=[CH:28][C:29]([C:32]([F:35])([F:33])[F:34])=[CH:30][CH:31]=3)=[CH:24][CH:25]=2)=[CH:11][C:10]=1[CH3:16])([CH3:4])([CH3:3])[CH3:2].